Dataset: Reaction yield outcomes from USPTO patents with 853,638 reactions. Task: Predict the reaction yield, written as a fraction of the theoretical maximum amount of product (1.0 means a 100% yield; for example, 0.34 means a 34% yield). (1) The reactants are [NH2:1][C:2]1[CH:7]=[CH:6][C:5]([O:8][C:9](=[O:11])[CH3:10])=[C:4]([O:12][CH3:13])[CH:3]=1.C(O[CH:17]=[C:18]1[C:23](=[O:24])[O:22][C:21]([CH3:26])([CH3:25])[O:20][C:19]1=[O:27])C. The catalyst is C(O)C. The product is [CH3:25][C:21]1([CH3:26])[O:20][C:19](=[O:27])[C:18](=[CH:17][NH:1][C:2]2[CH:7]=[CH:6][C:5]([O:8][C:9](=[O:11])[CH3:10])=[C:4]([O:12][CH3:13])[CH:3]=2)[C:23](=[O:24])[O:22]1. The yield is 0.780. (2) The reactants are Cl.[F:2][C:3]1[CH:4]=[CH:5][C:6]([O:26][CH2:27][CH2:28][N:29]2[CH2:34][CH2:33][O:32][CH2:31][CH2:30]2)=[C:7]([C@H:9]2[CH2:13][CH2:12][CH2:11][N:10]2[C:14]2[CH:19]=[CH:18][N:17]3[N:20]=[CH:21][C:22]([C:23](O)=[O:24])=[C:16]3[N:15]=2)[CH:8]=1.[Cl-].[NH4+:36]. No catalyst specified. The product is [F:2][C:3]1[CH:4]=[CH:5][C:6]([O:26][CH2:27][CH2:28][N:29]2[CH2:34][CH2:33][O:32][CH2:31][CH2:30]2)=[C:7]([C@H:9]2[CH2:13][CH2:12][CH2:11][N:10]2[C:14]2[CH:19]=[CH:18][N:17]3[N:20]=[CH:21][C:22]([C:23]([NH2:36])=[O:24])=[C:16]3[N:15]=2)[CH:8]=1. The yield is 0.910. (3) The reactants are [Cl:1][C:2]1[CH:7]=[CH:6][C:5]([C:8]2[C:16]3[C:11](=[CH:12][C:13]([S:17]([N:20](CC4C=CC(OC)=CC=4OC)[C:21]4[S:25][N:24]=[CH:23][N:22]=4)(=[O:19])=[O:18])=[CH:14][CH:15]=3)[NH:10][CH:9]=2)=[C:4]([C:37]2[N:41]([CH3:42])[N:40]=[CH:39][CH:38]=2)[CH:3]=1.Cl.[CH3:44]O. The catalyst is C(Cl)Cl. The product is [Cl:1][C:2]1[CH:7]=[CH:6][C:5]([C:8]2[C:16]3[C:11](=[CH:12][C:13]([S:17]([NH:20][C:21]4[S:25][N:24]=[CH:23][N:22]=4)(=[O:18])=[O:19])=[CH:14][CH:15]=3)[NH:10][CH:9]=2)=[C:4]([C:37]2[CH:38]=[CH:39][N:40]([CH3:44])[N:41]=2)[CH:3]=1.[Cl:1][C:2]1[CH:7]=[CH:6][C:5]([C:8]2[C:16]3[C:11](=[CH:12][C:13]([S:17]([NH:20][C:21]4[S:25][N:24]=[CH:23][N:22]=4)(=[O:19])=[O:18])=[CH:14][CH:15]=3)[NH:10][CH:9]=2)=[C:4]([C:37]2[N:41]([CH3:42])[N:40]=[CH:39][CH:38]=2)[CH:3]=1. The yield is 0.900. (4) The reactants are [C:1]1([CH3:12])[CH:6]=[CH:5][C:4]([C:7]2[N:11]=[CH:10][NH:9][N:8]=2)=[CH:3][CH:2]=1.[F:13][C:14]([O:20][C:21]1[CH:26]=[CH:25][C:24](Br)=[CH:23][CH:22]=1)([F:19])[C:15]([F:18])([F:17])[F:16].C([O-])([O-])=O.[Cs+].[Cs+].OC1C=CC=C2C=1N=CC=C2.Cl. The catalyst is CN(C=O)C.O.[Cu]I.CCOCC.O. The product is [F:13][C:14]([F:19])([O:20][C:21]1[CH:22]=[CH:23][C:24]([N:9]2[CH:10]=[N:11][C:7]([C:4]3[CH:3]=[CH:2][C:1]([CH3:12])=[CH:6][CH:5]=3)=[N:8]2)=[CH:25][CH:26]=1)[C:15]([F:16])([F:18])[F:17]. The yield is 0.610. (5) The reactants are [Cl:1][C:2]1[CH:7]=[CH:6][C:5]([CH:8]([C:18]2[CH:23]=[CH:22][C:21]([Cl:24])=[CH:20][CH:19]=2)[N:9]2[CH2:14][CH2:13][N:12]([C:15](Cl)=[O:16])[CH2:11][CH2:10]2)=[CH:4][CH:3]=1.[OH:25][N:26]1[C:30](=[O:31])[CH2:29][NH:28][C:27]1=[O:32].CN(C=O)C. The catalyst is C(Cl)Cl. The product is [Cl:1][C:2]1[CH:3]=[CH:4][C:5]([CH:8]([C:18]2[CH:19]=[CH:20][C:21]([Cl:24])=[CH:22][CH:23]=2)[N:9]2[CH2:14][CH2:13][N:12]([C:15]([O:25][N:26]3[C:30](=[O:31])[CH2:29][NH:28][C:27]3=[O:32])=[O:16])[CH2:11][CH2:10]2)=[CH:6][CH:7]=1. The yield is 0.730. (6) The reactants are [CH3:1][O:2][C:3]([C:5]1([C:8]2[CH:13]=[CH:12][C:11]([OH:14])=[C:10]([C:15](=[N:17][OH:18])[CH3:16])[CH:9]=2)[CH2:7][CH2:6]1)=[O:4].[CH3:19][C:20](OC(C)=O)=[O:21]. No catalyst specified. The product is [C:20]([O:18]/[N:17]=[C:15](/[C:10]1[CH:9]=[C:8]([C:5]2([C:3]([O:2][CH3:1])=[O:4])[CH2:7][CH2:6]2)[CH:13]=[CH:12][C:11]=1[OH:14])\[CH3:16])(=[O:21])[CH3:19]. The yield is 0.990. (7) The yield is 0.640. No catalyst specified. The product is [Cl:6][C:7]1[C:12]([CH:25]=[O:26])=[N:11][CH:10]=[C:9]([N:13]2[CH2:17][CH2:16][CH2:15][CH:14]2[CH2:18][O:19][CH3:20])[N:8]=1. The reactants are P(Cl)(Cl)(Cl)=O.[Cl:6][C:7]1[CH:12]=[N:11][CH:10]=[C:9]([N:13]2[CH2:17][CH2:16][CH2:15][CH:14]2[CH2:18][O:19][CH3:20])[N:8]=1.O.CN([CH:25]=[O:26])C. (8) The reactants are [CH3:1][C:2]1[NH:3][C:4]2[C:9]([CH:10]=1)=[CH:8][C:7]([C:11]1[C:20]([N:21]3[CH2:26][CH2:25][N:24]([C:27]4[CH:32]=[CH:31][CH:30]=[CH:29][N:28]=4)[CH2:23][C@@H:22]3[CH3:33])=[N:19][C:18]3[C:13](=[CH:14][CH:15]=[C:16]([C:34]([O:36]C)=[O:35])[CH:17]=3)[N:12]=1)=[CH:6][CH:5]=2.[OH-].[Na+].O. The catalyst is CO. The product is [CH3:1][C:2]1[NH:3][C:4]2[C:9]([CH:10]=1)=[CH:8][C:7]([C:11]1[C:20]([N:21]3[CH2:26][CH2:25][N:24]([C:27]4[CH:32]=[CH:31][CH:30]=[CH:29][N:28]=4)[CH2:23][C@@H:22]3[CH3:33])=[N:19][C:18]3[C:13](=[CH:14][CH:15]=[C:16]([C:34]([OH:36])=[O:35])[CH:17]=3)[N:12]=1)=[CH:6][CH:5]=2. The yield is 0.300. (9) The product is [C:53]([C:52]1[CH:55]=[CH:56][C:49]([CH2:48][NH:47][C:16]([CH:13]2[CH2:12][CH2:11][N:10]([C:4]3[N:3]=[C:2]([CH3:1])[N:7]=[C:6]([NH:8][CH3:9])[N:5]=3)[CH2:15][CH2:14]2)=[O:18])=[C:50]([C:57]([F:58])([F:60])[F:59])[CH:51]=1)#[N:54]. The catalyst is ClCCl. The reactants are [CH3:1][C:2]1[N:7]=[C:6]([NH:8][CH3:9])[N:5]=[C:4]([N:10]2[CH2:15][CH2:14][CH:13]([C:16]([OH:18])=O)[CH2:12][CH2:11]2)[N:3]=1.CCN=C=NCCCN(C)C.C1C=CC2N(O)N=NC=2C=1.CN1CCOCC1.[NH2:47][CH2:48][C:49]1[CH:56]=[CH:55][C:52]([C:53]#[N:54])=[CH:51][C:50]=1[C:57]([F:60])([F:59])[F:58]. The yield is 0.0200. (10) The reactants are C[O:2][C:3]([C:5]1[C:10]([S:11][CH2:12][C:13]2[CH:18]=[CH:17][N:16]=[CH:15][CH:14]=2)=[N:9][CH:8]=[CH:7][N:6]=1)=[O:4].[OH-].[Na+]. The catalyst is CO. The product is [N:16]1[CH:17]=[CH:18][C:13]([CH2:12][S:11][C:10]2[C:5]([C:3]([OH:4])=[O:2])=[N:6][CH:7]=[CH:8][N:9]=2)=[CH:14][CH:15]=1. The yield is 0.850.